Dataset: NCI-60 drug combinations with 297,098 pairs across 59 cell lines. Task: Regression. Given two drug SMILES strings and cell line genomic features, predict the synergy score measuring deviation from expected non-interaction effect. Drug 1: CC1=CC2C(CCC3(C2CCC3(C(=O)C)OC(=O)C)C)C4(C1=CC(=O)CC4)C. Drug 2: CNC(=O)C1=NC=CC(=C1)OC2=CC=C(C=C2)NC(=O)NC3=CC(=C(C=C3)Cl)C(F)(F)F. Cell line: CCRF-CEM. Synergy scores: CSS=58.4, Synergy_ZIP=3.66, Synergy_Bliss=4.96, Synergy_Loewe=4.19, Synergy_HSA=3.68.